The task is: Predict the product of the given reaction.. This data is from Forward reaction prediction with 1.9M reactions from USPTO patents (1976-2016). (1) Given the reactants Cl.Cl.[NH2:3][C:4]1[N:9]=[CH:8][N:7]=[C:6]2[N:10]([CH:16]([C:18]3[C:19]([O:31][CH3:32])=[C:20]([CH:27]4[CH2:30][NH:29][CH2:28]4)[C:21]([CH3:26])=[C:22]([CH:25]=3)[C:23]#[N:24])[CH3:17])[N:11]=[C:12]([CH:13]([F:15])[F:14])[C:5]=12.[Si]([O:40][CH2:41][CH:42]=O)(C(C)(C)C)(C)C.C(N(CC)CC)C.C(O[BH-](OC(=O)C)OC(=O)C)(=O)C.[Na+].[F-].C([N+](CCCC)(CCCC)CCCC)CCC.C1COCC1, predict the reaction product. The product is: [NH2:3][C:4]1[N:9]=[CH:8][N:7]=[C:6]2[N:10]([CH:16]([C:18]3[C:19]([O:31][CH3:32])=[C:20]([CH:27]4[CH2:30][N:29]([CH2:42][CH2:41][OH:40])[CH2:28]4)[C:21]([CH3:26])=[C:22]([CH:25]=3)[C:23]#[N:24])[CH3:17])[N:11]=[C:12]([CH:13]([F:14])[F:15])[C:5]=12. (2) Given the reactants [CH2:1]([NH:8][C@H:9]1[CH2:14][CH2:13][C@@H:12]([C:15]2[CH:20]=[CH:19][C:18]([O:21][Si](C(C)(C)C)(C)C)=[CH:17][C:16]=2[O:29][Si](C(C)(C)C)(C)C)[CH2:11][CH2:10]1)[C:2]1[CH:7]=[CH:6][CH:5]=[CH:4][CH:3]=1.C(N(CC)CC)C.[C:44](Cl)(=[O:47])[CH2:45][CH3:46], predict the reaction product. The product is: [CH2:1]([N:8]([C@H:9]1[CH2:10][CH2:11][C@@H:12]([C:15]2[CH:20]=[CH:19][C:18]([OH:21])=[CH:17][C:16]=2[OH:29])[CH2:13][CH2:14]1)[C:44](=[O:47])[CH2:45][CH3:46])[C:2]1[CH:3]=[CH:4][CH:5]=[CH:6][CH:7]=1. (3) The product is: [ClH:16].[Cl:16][C:13]1[CH:14]=[CH:15][C:10]([C@@H:9]2[O:8][CH2:7][CH2:6][NH:5][CH2:4][C@H:3]2[CH2:2][NH:1][C:33]([C:32]2[C:27](=[O:26])[NH:28][CH:29]=[CH:30][CH:31]=2)=[O:34])=[CH:11][C:12]=1[F:17]. Given the reactants [NH2:1][CH2:2][C@H:3]1[C@H:9]([C:10]2[CH:15]=[CH:14][C:13]([Cl:16])=[C:12]([F:17])[CH:11]=2)[O:8][CH2:7][CH2:6][N:5](C(OC(C)(C)C)=O)[CH2:4]1.C[O:26][C:27]1[C:32]([C:33](O)=[O:34])=[CH:31][CH:30]=[CH:29][N:28]=1, predict the reaction product. (4) The product is: [CH:1]1([CH:7]([NH:21][C:22]2[CH:23]=[CH:24][C:25]([C:28]([NH:30][CH2:31][CH2:32][C:33]([OH:35])=[O:34])=[O:29])=[CH:26][CH:27]=2)[C:8]2[O:9][C:10]3[CH:19]=[CH:18][C:17]([F:20])=[CH:16][C:11]=3[C:12]=2[CH2:13][O:14][CH3:15])[CH2:6][CH2:5][CH2:4][CH2:3][CH2:2]1. Given the reactants [CH:1]1([CH:7]([NH:21][C:22]2[CH:27]=[CH:26][C:25]([C:28]([NH:30][CH2:31][CH2:32][C:33]([O:35]CC)=[O:34])=[O:29])=[CH:24][CH:23]=2)[C:8]2[O:9][C:10]3[CH:19]=[CH:18][C:17]([F:20])=[CH:16][C:11]=3[C:12]=2[CH2:13][O:14][CH3:15])[CH2:6][CH2:5][CH2:4][CH2:3][CH2:2]1.O1CCCC1.[OH-].[Na+], predict the reaction product. (5) Given the reactants [H-].[Na+].[CH2:3]([O:5][C:6]1[CH:11]=[CH:10][C:9]([S:12]([NH:15][CH:16]2[CH2:27][CH2:26][C:19]3([N:23]=[C:22]([CH3:24])[NH:21][C:20]3=[O:25])[CH2:18][CH2:17]2)(=[O:14])=[O:13])=[CH:8][C:7]=1[CH3:28])[CH3:4].Br[CH:30]([C:32]1[CH:37]=[CH:36][CH:35]=[CH:34][CH:33]=1)[CH3:31], predict the reaction product. The product is: [CH2:3]([O:5][C:6]1[CH:11]=[CH:10][C:9]([S:12]([NH:15][CH:16]2[CH2:17][CH2:18][C:19]3([N:23]=[C:22]([CH3:24])[N:21]([CH:30]([C:32]4[CH:37]=[CH:36][CH:35]=[CH:34][CH:33]=4)[CH3:31])[C:20]3=[O:25])[CH2:26][CH2:27]2)(=[O:13])=[O:14])=[CH:8][C:7]=1[CH3:28])[CH3:4]. (6) Given the reactants Cl.[NH2:2][NH:3][C:4]([NH2:6])=[O:5].[CH3:7][C:8]([CH3:19])([C:13](=O)[C:14]([O:16][CH3:17])=[O:15])[C:9]([O:11][CH3:12])=[O:10].C([O-])(=O)C.[Na+], predict the reaction product. The product is: [C:4]([NH:3][N:2]=[C:13]([C:14]([O:16][CH3:17])=[O:15])[C:8]([CH3:19])([CH3:7])[C:9]([O:11][CH3:12])=[O:10])(=[O:5])[NH2:6]. (7) Given the reactants [CH3:1]OC(=O)CC(C)=O.[CH2:9]([OH:13])[CH2:10][CH2:11][CH3:12].C(OCCCC)(=O)CC(C)=O.[C:25]1([CH3:31])[CH:30]=CC=[CH:27][CH:26]=1, predict the reaction product. The product is: [CH3:30][C:25]1([CH3:31])[CH:11]2[C:10]3([CH3:1])[O:13][CH:9]3[CH2:27][CH:26]1[CH2:12]2. (8) Given the reactants [CH2:1]([O:3][C:4]([C:6]1([C:9]2[CH:14]=[CH:13][C:12]([C:15]3[CH:20]=[CH:19][C:18]([C:21]4[O:25][N:24]=[C:23]([CH3:26])[C:22]=4[NH2:27])=[CH:17][CH:16]=3)=[CH:11][CH:10]=2)[CH2:8][CH2:7]1)=[O:5])[CH3:2].[CH2:28]([CH:35]1[CH2:40][CH2:39][CH2:38][CH2:37][C:36]1=O)[C:29]1[CH:34]=[CH:33][CH:32]=[CH:31][CH:30]=1.C1COCC1.C([BH3-])#N.[Na+], predict the reaction product. The product is: [CH2:1]([O:3][C:4]([C:6]1([C:9]2[CH:10]=[CH:11][C:12]([C:15]3[CH:20]=[CH:19][C:18]([C:21]4[O:25][N:24]=[C:23]([CH3:26])[C:22]=4[NH:27][CH:36]4[CH2:37][CH2:38][CH2:39][CH2:40][CH:35]4[CH2:28][C:29]4[CH:30]=[CH:31][CH:32]=[CH:33][CH:34]=4)=[CH:17][CH:16]=3)=[CH:13][CH:14]=2)[CH2:8][CH2:7]1)=[O:5])[CH3:2]. (9) Given the reactants C1C[O:4]CC1.[C:6]([OH:10])(=[O:9])[CH:7]=[CH2:8].[C:11]([O:15][CH2:16][CH2:17][OH:18])(=[O:14])[CH:12]=[CH2:13].[CH2:19]([C:21]([O:25][C:26](CC)([CH2:28][CH3:29])C)(CC)C)[CH3:20], predict the reaction product. The product is: [C:6]([OH:10])(=[O:9])[CH:7]=[CH2:8].[C:11]([O:15][CH2:16][CH2:17][OH:18])(=[O:14])[CH:12]=[CH2:13].[C:21]([O:25][CH2:26][CH2:28][CH3:29])(=[O:4])[CH:19]=[CH2:20].